Dataset: Catalyst prediction with 721,799 reactions and 888 catalyst types from USPTO. Task: Predict which catalyst facilitates the given reaction. Reactant: [H-].[Na+].[Cl:3][C:4]1[CH:9]=[C:8]([OH:10])[CH:7]=[CH:6][N:5]=1.[Cl:11][C:12]1[C:13](F)=[CH:14][C:15]([F:21])=[C:16]([N+:18]([O-:20])=[O:19])[CH:17]=1. Product: [Cl:3][C:4]1[CH:9]=[C:8]([O:10][C:13]2[CH:14]=[C:15]([F:21])[C:16]([N+:18]([O-:20])=[O:19])=[CH:17][C:12]=2[Cl:11])[CH:7]=[CH:6][N:5]=1. The catalyst class is: 39.